Dataset: Reaction yield outcomes from USPTO patents with 853,638 reactions. Task: Predict the reaction yield, written as a fraction of the theoretical maximum amount of product (1.0 means a 100% yield; for example, 0.34 means a 34% yield). (1) The reactants are [H-].[Na+].I[CH2:4][CH2:5][CH3:6].CN(C)C=O.[CH2:12]([N:19]1[C:24]([CH3:25])=[CH:23][C:22]([OH:26])=[C:21]([CH2:27][C:28]2[CH:33]=[CH:32][C:31]([C:34]3[C:35]([C:40]#[N:41])=[CH:36][CH:37]=[CH:38][CH:39]=3)=[CH:30][CH:29]=2)[C:20]1=[O:42])[C:13]1[CH:18]=[CH:17][CH:16]=[CH:15][CH:14]=1. The catalyst is CCCCCC.C(OCC)(=O)C.O. The product is [CH2:12]([N:19]1[C:24]([CH3:25])=[CH:23][C:22]([O:26][CH2:4][CH2:5][CH3:6])=[C:21]([CH2:27][C:28]2[CH:29]=[CH:30][C:31]([C:34]3[C:35]([C:40]#[N:41])=[CH:36][CH:37]=[CH:38][CH:39]=3)=[CH:32][CH:33]=2)[C:20]1=[O:42])[C:13]1[CH:14]=[CH:15][CH:16]=[CH:17][CH:18]=1. The yield is 0.380. (2) The reactants are [OH:1][CH:2]1[CH2:7][CH2:6][O:5][CH:4]([C:8]2[CH:9]=[C:10]([CH:15]=[CH:16][CH:17]=2)[C:11]([O:13][CH3:14])=[O:12])[CH2:3]1.CC(OI1(OC(C)=O)(OC(C)=O)OC(=O)C2C=CC=CC1=2)=O. The catalyst is ClCCl. The product is [O:1]=[C:2]1[CH2:7][CH2:6][O:5][CH:4]([C:8]2[CH:9]=[C:10]([CH:15]=[CH:16][CH:17]=2)[C:11]([O:13][CH3:14])=[O:12])[CH2:3]1. The yield is 0.780.